This data is from Full USPTO retrosynthesis dataset with 1.9M reactions from patents (1976-2016). The task is: Predict the reactants needed to synthesize the given product. (1) The reactants are: [N+:1]([CH2:4][CH:5]([C:12]1[C:20]2[C:15](=[CH:16][CH:17]=[CH:18][CH:19]=2)[NH:14][CH:13]=1)[C:6]1[CH:11]=[CH:10][CH:9]=[CH:8][CH:7]=1)([O-:3])=[O:2].I[C:22]1[CH:27]=[CH:26][CH:25]=[CH:24][CH:23]=1.[O-]P([O-])([O-])=O.[K+].[K+].[K+]. Given the product [N+:1]([CH2:4][CH:5]([C:12]1[C:20]2[C:15](=[CH:16][CH:17]=[CH:18][CH:19]=2)[N:14]([C:22]2[CH:27]=[CH:26][CH:25]=[CH:24][CH:23]=2)[CH:13]=1)[C:6]1[CH:7]=[CH:8][CH:9]=[CH:10][CH:11]=1)([O-:3])=[O:2], predict the reactants needed to synthesize it. (2) The reactants are: [F:1][C:2]1[CH:3]=[C:4]([CH:17]=[CH:18][C:19]=1[N+:20]([O-])=O)[C:5]([NH:7][CH2:8][C:9]([O:11]CC(Cl)(Cl)Cl)=[O:10])=[O:6].CC(O)=O. Given the product [NH2:20][C:19]1[CH:18]=[CH:17][C:4]([C:5]([NH:7][CH2:8][C:9]([OH:11])=[O:10])=[O:6])=[CH:3][C:2]=1[F:1], predict the reactants needed to synthesize it. (3) Given the product [F:1][C:2]1[CH:11]=[CH:10][C:5]([C:6]([O:8][CH3:9])=[O:7])=[C:4]([O:12][CH2:19][C:18]2[CH:21]=[CH:22][C:15]([O:14][CH3:13])=[CH:16][CH:17]=2)[CH:3]=1, predict the reactants needed to synthesize it. The reactants are: [F:1][C:2]1[CH:11]=[CH:10][C:5]([C:6]([O:8][CH3:9])=[O:7])=[C:4]([OH:12])[CH:3]=1.[CH3:13][O:14][C:15]1[CH:22]=[CH:21][C:18]([CH2:19]Cl)=[CH:17][CH:16]=1.C([O-])([O-])=O.[K+].[K+]. (4) The reactants are: [Br:1][C:2]1[S:6][C:5]2[CH:7]=[C:8]([O:11][CH3:12])[CH:9]=[CH:10][C:4]=2[C:3]=1[C:13]1[CH:18]=[CH:17][C:16]([F:19])=[CH:15][CH:14]=1.OO.S(=O)(O)[O-:23].[Na+].O. Given the product [Br:1][C:2]1[S:6](=[O:23])[C:5]2[CH:7]=[C:8]([O:11][CH3:12])[CH:9]=[CH:10][C:4]=2[C:3]=1[C:13]1[CH:18]=[CH:17][C:16]([F:19])=[CH:15][CH:14]=1, predict the reactants needed to synthesize it. (5) Given the product [CH2:1]([O:8][C:9]([N:11]1[CH2:12][CH2:13][CH2:14][CH:15]2[CH:16]([O:26]2)[CH2:17]1)=[O:10])[C:2]1[CH:3]=[CH:4][CH:5]=[CH:6][CH:7]=1, predict the reactants needed to synthesize it. The reactants are: [CH2:1]([O:8][C:9]([N:11]1[CH2:17][CH:16]=[CH:15][CH2:14][CH2:13][CH2:12]1)=[O:10])[C:2]1[CH:7]=[CH:6][CH:5]=[CH:4][CH:3]=1.C1C=C(Cl)C=C(C(OO)=[O:26])C=1. (6) Given the product [CH3:1][O:2][C:3]([CH:5]1[N:6]([C:11](=[O:21])[CH:12]=[CH:13][C:14]2[CH:19]=[CH:18][CH:17]=[C:16]([Cl:20])[CH:15]=2)[CH2:7][CH2:8][N:9]([C:23]2[C:24]([C:29]#[N:30])=[N:25][CH:26]=[CH:27][N:28]=2)[CH2:10]1)=[O:4], predict the reactants needed to synthesize it. The reactants are: [CH3:1][O:2][C:3]([CH:5]1[CH2:10][NH:9][CH2:8][CH2:7][N:6]1[C:11](=[O:21])[CH:12]=[CH:13][C:14]1[CH:19]=[CH:18][CH:17]=[C:16]([Cl:20])[CH:15]=1)=[O:4].Cl[C:23]1[C:24]([C:29]#[N:30])=[N:25][CH:26]=[CH:27][N:28]=1.C(N(CC)CC)C. (7) Given the product [N+:12]([C:8]1[CH:9]=[CH:10][CH:11]=[C:4]([O:21][CH2:20][C:17]2[CH:18]=[CH:19][O:15][CH:16]=2)[C:5]=1[C:6]#[N:7])([O-:14])=[O:13], predict the reactants needed to synthesize it. The reactants are: [N+]([C:4]1[CH:11]=[CH:10][CH:9]=[C:8]([N+:12]([O-:14])=[O:13])[C:5]=1[C:6]#[N:7])([O-])=O.[O:15]1[CH:19]=[CH:18][C:17]([CH2:20][OH:21])=[CH:16]1. (8) Given the product [O:37]1[CH2:41][CH2:40][O:39][CH:38]1[C:42]1[CH:43]=[C:44]([CH:51]=[CH:11][C:9]2[N:10]=[C:6]([NH:5][C:2](=[O:4])[CH3:3])[S:7][CH:8]=2)[S:45][C:46]=1[Si:47]([CH3:50])([CH3:49])[CH3:48], predict the reactants needed to synthesize it. The reactants are: [Br-].[C:2]([NH:5][C:6]1[S:7][CH:8]=[C:9]([CH2:11][P+](C2C=CC=CC=2)(C2C=CC=CC=2)C2C=CC=CC=2)[N:10]=1)(=[O:4])[CH3:3].CC(C)([O-])C.[K+].[O:37]1[CH2:41][CH2:40][O:39][CH:38]1[C:42]1[CH:43]=[C:44]([CH:51]=O)[S:45][C:46]=1[Si:47]([CH3:50])([CH3:49])[CH3:48].Cl.